Dataset: NCI-60 drug combinations with 297,098 pairs across 59 cell lines. Task: Regression. Given two drug SMILES strings and cell line genomic features, predict the synergy score measuring deviation from expected non-interaction effect. (1) Drug 1: C#CCC(CC1=CN=C2C(=N1)C(=NC(=N2)N)N)C3=CC=C(C=C3)C(=O)NC(CCC(=O)O)C(=O)O. Drug 2: C(CCl)NC(=O)N(CCCl)N=O. Cell line: A498. Synergy scores: CSS=2.25, Synergy_ZIP=0.350, Synergy_Bliss=1.77, Synergy_Loewe=2.34, Synergy_HSA=1.43. (2) Drug 1: CC1OCC2C(O1)C(C(C(O2)OC3C4COC(=O)C4C(C5=CC6=C(C=C35)OCO6)C7=CC(=C(C(=C7)OC)O)OC)O)O. Cell line: NCI/ADR-RES. Synergy scores: CSS=-2.94, Synergy_ZIP=0.0395, Synergy_Bliss=-5.16, Synergy_Loewe=-5.71, Synergy_HSA=-6.29. Drug 2: C1=NNC2=C1C(=O)NC=N2. (3) Drug 1: CCC1=CC2CC(C3=C(CN(C2)C1)C4=CC=CC=C4N3)(C5=C(C=C6C(=C5)C78CCN9C7C(C=CC9)(C(C(C8N6C)(C(=O)OC)O)OC(=O)C)CC)OC)C(=O)OC.C(C(C(=O)O)O)(C(=O)O)O. Drug 2: C1=CN(C(=O)N=C1N)C2C(C(C(O2)CO)O)O.Cl. Cell line: NCI-H322M. Synergy scores: CSS=16.0, Synergy_ZIP=-5.33, Synergy_Bliss=-6.05, Synergy_Loewe=-17.2, Synergy_HSA=-4.73. (4) Drug 1: CCC1=CC2CC(C3=C(CN(C2)C1)C4=CC=CC=C4N3)(C5=C(C=C6C(=C5)C78CCN9C7C(C=CC9)(C(C(C8N6C)(C(=O)OC)O)OC(=O)C)CC)OC)C(=O)OC.C(C(C(=O)O)O)(C(=O)O)O. Drug 2: CCC(=C(C1=CC=CC=C1)C2=CC=C(C=C2)OCCN(C)C)C3=CC=CC=C3.C(C(=O)O)C(CC(=O)O)(C(=O)O)O. Cell line: CCRF-CEM. Synergy scores: CSS=56.7, Synergy_ZIP=6.64, Synergy_Bliss=8.24, Synergy_Loewe=-10.2, Synergy_HSA=7.45. (5) Drug 1: C1=CC(=C2C(=C1NCCNCCO)C(=O)C3=C(C=CC(=C3C2=O)O)O)NCCNCCO. Drug 2: CC1=C(C(CCC1)(C)C)C=CC(=CC=CC(=CC(=O)O)C)C. Cell line: HOP-62. Synergy scores: CSS=13.9, Synergy_ZIP=-4.38, Synergy_Bliss=-8.30, Synergy_Loewe=-41.7, Synergy_HSA=-10.1. (6) Drug 1: CN1C(=O)N2C=NC(=C2N=N1)C(=O)N. Drug 2: CCC1(C2=C(COC1=O)C(=O)N3CC4=CC5=C(C=CC(=C5CN(C)C)O)N=C4C3=C2)O.Cl. Cell line: NCI-H226. Synergy scores: CSS=22.2, Synergy_ZIP=-2.41, Synergy_Bliss=-0.238, Synergy_Loewe=-65.6, Synergy_HSA=-0.357. (7) Drug 1: COC1=C(C=C2C(=C1)N=CN=C2NC3=CC(=C(C=C3)F)Cl)OCCCN4CCOCC4. Drug 2: C1CNP(=O)(OC1)N(CCCl)CCCl. Cell line: U251. Synergy scores: CSS=12.3, Synergy_ZIP=1.55, Synergy_Bliss=0.950, Synergy_Loewe=-11.1, Synergy_HSA=-0.902. (8) Drug 1: CS(=O)(=O)C1=CC(=C(C=C1)C(=O)NC2=CC(=C(C=C2)Cl)C3=CC=CC=N3)Cl. Drug 2: CCC1(C2=C(COC1=O)C(=O)N3CC4=CC5=C(C=CC(=C5CN(C)C)O)N=C4C3=C2)O.Cl. Cell line: SNB-19. Synergy scores: CSS=16.1, Synergy_ZIP=0.314, Synergy_Bliss=-0.760, Synergy_Loewe=-20.6, Synergy_HSA=-0.970. (9) Cell line: U251. Drug 1: CN1CCC(CC1)COC2=C(C=C3C(=C2)N=CN=C3NC4=C(C=C(C=C4)Br)F)OC. Synergy scores: CSS=11.5, Synergy_ZIP=-4.06, Synergy_Bliss=-0.952, Synergy_Loewe=0.721, Synergy_HSA=1.24. Drug 2: C1CCC(C(C1)N)N.C(=O)(C(=O)[O-])[O-].[Pt+4].